From a dataset of Forward reaction prediction with 1.9M reactions from USPTO patents (1976-2016). Predict the product of the given reaction. Given the reactants [CH3:1][CH:2]([S:4]([NH:7][CH:8]1[CH2:12][CH2:11][CH2:10][C:9]1=[O:13])(=[O:6])=[O:5])[CH3:3].[O:14]([C:21]1[CH:26]=[CH:25][C:24]([Mg]Br)=[CH:23][CH:22]=1)[C:15]1[CH:20]=[CH:19][CH:18]=[CH:17][CH:16]=1.[Cl-].[NH4+], predict the reaction product. The product is: [OH:13][C:9]1([C:24]2[CH:25]=[CH:26][C:21]([O:14][C:15]3[CH:20]=[CH:19][CH:18]=[CH:17][CH:16]=3)=[CH:22][CH:23]=2)[CH2:10][CH2:11][CH2:12][CH:8]1[NH:7][S:4]([CH:2]([CH3:1])[CH3:3])(=[O:6])=[O:5].